This data is from Catalyst prediction with 721,799 reactions and 888 catalyst types from USPTO. The task is: Predict which catalyst facilitates the given reaction. (1) Reactant: [NH3:1].[CH2:2]([O:4][C:5]([C:7]1[C:8]2[S:16][CH:15]=[C:14]([CH2:17][O:18][C:19]3[CH:24]=[CH:23][CH:22]=[C:21]([NH:25][CH2:26][C:27]4[CH:32]=[CH:31][CH:30]=[CH:29][CH:28]=4)[CH:20]=3)[C:9]=2[C:10](Cl)=[N:11][CH:12]=1)=[O:6])[CH3:3]. Product: [CH2:2]([O:4][C:5]([C:7]1[C:8]2[S:16][CH:15]=[C:14]([CH2:17][O:18][C:19]3[CH:24]=[CH:23][CH:22]=[C:21]([NH:25][CH2:26][C:27]4[CH:32]=[CH:31][CH:30]=[CH:29][CH:28]=4)[CH:20]=3)[C:9]=2[C:10]([NH2:1])=[N:11][CH:12]=1)=[O:6])[CH3:3]. The catalyst class is: 12. (2) Reactant: [NH:1]1[C:10]2[C:5](=[CH:6][CH:7]=[CH:8][CH:9]=2)[CH2:4][CH2:3][C:2]1=[O:11].[O:12](C(OC(C)(C)C)=O)[C:13]([O:15][C:16]([CH3:19])([CH3:18])[CH3:17])=O. Product: [O:11]=[C:2]1[CH2:3][CH2:4][C:5]2[C:10](=[CH:9][CH:8]=[CH:7][CH:6]=2)[N:1]1[C:13]([O:15][C:16]([CH3:19])([CH3:18])[CH3:17])=[O:12]. The catalyst class is: 840.